This data is from Full USPTO retrosynthesis dataset with 1.9M reactions from patents (1976-2016). The task is: Predict the reactants needed to synthesize the given product. (1) Given the product [N+:1]([C:4]1[CH:5]=[C:6]([C:12]2[O:13][C:14]3[CH:20]=[CH:19][C:18]([C:28]4[CH:27]=[CH:26][CH:25]=[C:24]([O:23][CH3:22])[CH:29]=4)=[CH:17][C:15]=3[N:16]=2)[CH:7]=[CH:8][C:9]=1[O:10][CH3:11])([O-:3])=[O:2], predict the reactants needed to synthesize it. The reactants are: [N+:1]([C:4]1[CH:5]=[C:6]([C:12]2[O:13][C:14]3[CH:20]=[CH:19][C:18](Br)=[CH:17][C:15]=3[N:16]=2)[CH:7]=[CH:8][C:9]=1[O:10][CH3:11])([O-:3])=[O:2].[CH3:22][O:23][C:24]1[CH:25]=[C:26](B(O)O)[CH:27]=[CH:28][CH:29]=1. (2) Given the product [CH3:1][O:2][C:3](=[O:29])[C@@H:4]([NH:13][C:14]1[CH:19]=[CH:18][CH:17]=[CH:16][C:15]=1[C:62](=[O:63])[C:61]1[CH:60]=[CH:64][CH:49]=[CH:48][CH:47]=1)[CH2:5][C:6]1[CH:7]=[CH:8][C:9]([O:12][CH2:45]/[CH:44]=[CH:43]/[C:31]2[CH:32]=[CH:33][C:34]3[C:35]4[C:40](=[CH:39][CH:38]=[CH:37][CH:36]=4)[CH2:41][C:42]=3[CH:30]=2)=[CH:10][CH:11]=1, predict the reactants needed to synthesize it. The reactants are: [CH3:1][O:2][C:3](=[O:29])[C@@H:4]([NH:13][C:14]1[CH:19]=[CH:18][CH:17]=[CH:16][C:15]=1OC(=O)C1C=CC=CC=1)[CH2:5][C:6]1[CH:11]=[CH:10][C:9]([OH:12])=[CH:8][CH:7]=1.[CH:30]1[C:42]2[CH2:41][C:40]3[C:35](=[CH:36][CH:37]=[CH:38][CH:39]=3)[C:34]=2[CH:33]=[CH:32][C:31]=1/[CH:43]=[CH:44]/[CH2:45]O.[CH2:47](P(CCCC)CCCC)[CH2:48][CH2:49]C.[CH2:60]1[CH2:64][O:63][CH2:62][CH2:61]1. (3) Given the product [C:5]([O:31][C:30](=[O:32])[NH:29][CH2:28][C:26]1[NH:25][C:24]2[CH:33]=[C:20]([C:6]3[C:5]4[C:9](=[CH:10][C:2]([F:1])=[CH:3][CH:4]=4)[NH:8][CH:7]=3)[CH:21]=[CH:22][C:23]=2[N:27]=1)([CH3:9])([CH3:6])[CH3:4], predict the reactants needed to synthesize it. The reactants are: [F:1][C:2]1[CH:10]=[C:9]2[C:5]([C:6]([C:20]3[CH:21]=[CH:22][C:23]4[N:27]=[C:26]([CH2:28][NH:29][C:30](=[O:32])[O-:31])[NH:25][C:24]=4[CH:33]=3)=[CH:7][N:8]2S(C2C=CC=CC=2)(=O)=O)=[CH:4][CH:3]=1.[OH-].[Na+]. (4) Given the product [CH2:1]([CH:4]([C:8]1[CH:9]=[CH:10][C:11]([O:14][CH2:16][C:17]2[CH:22]=[CH:21][C:20]([C:23]3[S:27][C:26]([CH:28]=[O:29])=[CH:25][CH:24]=3)=[CH:19][CH:18]=2)=[CH:12][CH:13]=1)[CH2:5][CH2:6][CH3:7])[CH2:2][CH3:3], predict the reactants needed to synthesize it. The reactants are: [CH2:1]([CH:4]([C:8]1[CH:13]=[CH:12][C:11]([OH:14])=[CH:10][CH:9]=1)[CH2:5][CH2:6][CH3:7])[CH2:2][CH3:3].Cl[CH2:16][C:17]1[CH:22]=[CH:21][C:20]([C:23]2[S:27][C:26]([CH:28]=[O:29])=[CH:25][CH:24]=2)=[CH:19][CH:18]=1.C(=O)([O-])[O-].[K+].[K+].[I-].[K+]. (5) Given the product [F:31][C:25]1[CH:24]=[C:23]([CH:28]=[CH:27][C:26]=1[O:29][CH3:30])[CH2:14][C@H:10]1[O:11][CH2:12][CH2:13][NH:8][CH2:9]1, predict the reactants needed to synthesize it. The reactants are: C(OC([N:8]1[CH2:13][CH2:12][O:11][C@H:10]([CH2:14]C2C=CC=C(Br)C=2)[CH2:9]1)=O)(C)(C)C.Br[C:23]1[CH:28]=[CH:27][C:26]([O:29][CH3:30])=[C:25]([F:31])[CH:24]=1.C([C@@H]1OC1)Cl. (6) The reactants are: [C:1]([O:5][C:6]([NH:8][CH2:9][C@H:10]1[CH2:15][CH2:14][C@H:13]([C:16]([NH:18][C@H:19]([C:38](=[O:50])[NH:39][C:40]2[CH:49]=[CH:48][C:43]3[NH:44][C:45](=[O:47])[NH:46][C:42]=3[CH:41]=2)[CH2:20][C:21]2[CH:26]=[CH:25][C:24]([C:27]3[CH:32]=[CH:31][C:30]([C:33]([O:35]C)=[O:34])=[CH:29][C:28]=3[CH3:37])=[CH:23][CH:22]=2)=[O:17])[CH2:12][CH2:11]1)=[O:7])([CH3:4])([CH3:3])[CH3:2].[OH-].[Li+]. Given the product [C:1]([O:5][C:6]([NH:8][CH2:9][C@H:10]1[CH2:11][CH2:12][C@H:13]([C:16]([NH:18][C@H:19]([C:38](=[O:50])[NH:39][C:40]2[CH:49]=[CH:48][C:43]3[NH:44][C:45](=[O:47])[NH:46][C:42]=3[CH:41]=2)[CH2:20][C:21]2[CH:22]=[CH:23][C:24]([C:27]3[CH:32]=[CH:31][C:30]([C:33]([OH:35])=[O:34])=[CH:29][C:28]=3[CH3:37])=[CH:25][CH:26]=2)=[O:17])[CH2:14][CH2:15]1)=[O:7])([CH3:4])([CH3:2])[CH3:3], predict the reactants needed to synthesize it. (7) Given the product [CH3:1][O:2][C:3]1[CH:4]=[C:5]2[C:10](=[CH:11][C:12]=1[O:13][CH3:14])[N:9]=[CH:8][CH:7]=[C:6]2[O:15][C:16]1[CH:22]=[CH:21][C:19]([NH:20][C:29](=[O:35])[O:28][C:26]2[CH:45]=[CH:44][C:41]([C:42]#[N:43])=[CH:40][CH:39]=2)=[C:18]([CH3:23])[C:17]=1[CH3:24], predict the reactants needed to synthesize it. The reactants are: [CH3:1][O:2][C:3]1[CH:4]=[C:5]2[C:10](=[CH:11][C:12]=1[O:13][CH3:14])[N:9]=[CH:8][CH:7]=[C:6]2[O:15][C:16]1[CH:22]=[CH:21][C:19]([NH2:20])=[C:18]([CH3:23])[C:17]=1[CH3:24].Cl[C:26](Cl)([O:28][C:29](=[O:35])OC(Cl)(Cl)Cl)Cl.OC1[CH:45]=[CH:44][C:41]([C:42]#[N:43])=[CH:40][CH:39]=1.C(=O)(O)[O-].[Na+].